From a dataset of Acute oral toxicity (LD50) regression data from Zhu et al.. Regression/Classification. Given a drug SMILES string, predict its toxicity properties. Task type varies by dataset: regression for continuous values (e.g., LD50, hERG inhibition percentage) or binary classification for toxic/non-toxic outcomes (e.g., AMES mutagenicity, cardiotoxicity, hepatotoxicity). Dataset: ld50_zhu. The compound is C=CC(=O)OCC(CC)CC. The rat oral LD50 is 1.38, given as -log10 of the dose in mol/kg body weight (higher means more acutely toxic).